Dataset: Catalyst prediction with 721,799 reactions and 888 catalyst types from USPTO. Task: Predict which catalyst facilitates the given reaction. (1) Product: [CH2:15]([N:22]1[CH2:27][CH2:26][CH2:25][C:24]([C:8]2[C:9]3[C:14](=[N:13][CH:12]=[CH:11][CH:10]=3)[NH:6][CH:7]=2)([OH:28])[CH2:23]1)[C:16]1[CH:17]=[CH:18][CH:19]=[CH:20][CH:21]=1. The catalyst class is: 413. Reactant: [H-].[Na+].CCO.[NH:6]1[C:14]2[C:9](=[CH:10][CH:11]=[CH:12][N:13]=2)[CH:8]=[CH:7]1.[CH2:15]([N:22]1[CH2:27][CH2:26][CH2:25][C:24](=[O:28])[CH2:23]1)[C:16]1[CH:21]=[CH:20][CH:19]=[CH:18][CH:17]=1. (2) Reactant: Br[C:2]1[CH:3]=[C:4]([CH:8]2[O:12][CH2:11][CH2:10][O:9]2)[CH:5]=[CH:6][CH:7]=1.[Mg].[F:14][C:15]([F:25])([F:24])[C:16]1[CH:17]=[C:18]([CH:21]=[CH:22][CH:23]=1)[CH:19]=[O:20].[NH4+].[Cl-]. Product: [O:9]1[CH2:10][CH2:11][O:12][CH:8]1[C:4]1[CH:3]=[C:2]([CH:19]([C:18]2[CH:21]=[CH:22][CH:23]=[C:16]([C:15]([F:14])([F:24])[F:25])[CH:17]=2)[OH:20])[CH:7]=[CH:6][CH:5]=1. The catalyst class is: 1.